From a dataset of Forward reaction prediction with 1.9M reactions from USPTO patents (1976-2016). Predict the product of the given reaction. (1) Given the reactants C(Cl)(=O)C(Cl)=O.[Cl:7][C:8]1[CH:9]=[C:10]([CH:14]=[CH:15][C:16]=1[O:17][CH:18]([CH3:20])[CH3:19])[C:11]([OH:13])=O.[CH2:21]([O:23][C:24](=[O:50])[CH2:25][CH2:26][CH2:27][CH:28]1[C:34]2[CH:35]=[CH:36][CH:37]=[C:38]([C:39]([NH:41]O)=[NH:40])[C:33]=2[O:32][CH2:31][CH2:30][N:29]1[C:43]([O:45][C:46]([CH3:49])([CH3:48])[CH3:47])=[O:44])[CH3:22].C(N(CC)CC)C, predict the reaction product. The product is: [Cl:7][C:8]1[CH:9]=[C:10]([C:11]2[O:13][N:40]=[C:39]([C:38]3[C:33]4[O:32][CH2:31][CH2:30][N:29]([C:43]([O:45][C:46]([CH3:47])([CH3:48])[CH3:49])=[O:44])[CH:28]([CH2:27][CH2:26][CH2:25][C:24]([O:23][CH2:21][CH3:22])=[O:50])[C:34]=4[CH:35]=[CH:36][CH:37]=3)[N:41]=2)[CH:14]=[CH:15][C:16]=1[O:17][CH:18]([CH3:20])[CH3:19]. (2) Given the reactants [Cl:1][C:2]1[CH:7]=[CH:6][C:5]([C:8]2[C:13]([O:14][CH2:15][C:16]([F:19])([F:18])[F:17])=[CH:12][N:11]=[C:10]([C:20](O)=[O:21])[CH:9]=2)=[CH:4][CH:3]=1.[CH:23]1([C:26]2[O:30][N:29]=[C:28]([CH2:31][NH2:32])[CH:27]=2)[CH2:25][CH2:24]1, predict the reaction product. The product is: [Cl:1][C:2]1[CH:7]=[CH:6][C:5]([C:8]2[C:13]([O:14][CH2:15][C:16]([F:17])([F:19])[F:18])=[CH:12][N:11]=[C:10]([C:20]([NH:32][CH2:31][C:28]3[CH:27]=[C:26]([CH:23]4[CH2:25][CH2:24]4)[O:30][N:29]=3)=[O:21])[CH:9]=2)=[CH:4][CH:3]=1.